This data is from Forward reaction prediction with 1.9M reactions from USPTO patents (1976-2016). The task is: Predict the product of the given reaction. (1) Given the reactants [C:1]([CH2:3][NH:4][C:5]([C@@H:7]([NH:17][C:18]([C:20]1S[C:23]2[N:24]([CH3:31])N=C(C(F)(F)F)[C:22]=2[CH:21]=1)=[O:19])[CH2:8][C:9]1[C:14](F)=CC=C[C:10]=1F)=[O:6])#[N:2].N1C(C)=CC=CC=1C.[F:41][C:42]([F:55])([F:54])[S:43]([O:46]S(C(F)(F)F)(=O)=O)(=[O:45])=[O:44], predict the reaction product. The product is: [C:1]([CH2:3][NH:4][C:5]([C@@H:7]([NH:17][C:18]([C:20]1[CH:21]=[CH:22][C:23]([O:46][S:43]([C:42]([F:55])([F:54])[F:41])(=[O:45])=[O:44])=[N:24][CH:31]=1)=[O:19])[CH2:8][CH:9]([CH3:10])[CH3:14])=[O:6])#[N:2]. (2) Given the reactants [NH2:1][CH:2]1[CH2:7][CH2:6][N:5]([CH2:8][CH:9]2[CH2:18][CH2:17][C:16]3[C:11]4=[C:12]([CH:20]=[CH:21][C:22](=[O:23])[N:10]24)[CH:13]=[CH:14][C:15]=3[F:19])[CH2:4][CH2:3]1.[S:24]1[C:32]2[CH:31]=[C:30]([CH:33]=O)[N:29]=[CH:28][C:27]=2[O:26][CH2:25]1.CO.C(Cl)(Cl)[Cl:38], predict the reaction product. The product is: [NH3:1].[CH3:22][OH:23].[ClH:38].[ClH:38].[F:19][C:15]1[CH:14]=[CH:13][C:12]2[CH:20]=[CH:21][C:22](=[O:23])[N:10]3[C:11]=2[C:16]=1[CH2:17][CH2:18][CH:9]3[CH2:8][N:5]1[CH2:6][CH2:7][CH:2]([NH:1][CH2:33][C:30]2[N:29]=[CH:28][C:27]3[O:26][CH2:25][S:24][C:32]=3[CH:31]=2)[CH2:3][CH2:4]1. (3) Given the reactants [CH3:1][N:2]=[C:3]=[O:4].[NH2:5][CH2:6][CH2:7][CH2:8][CH2:9][C@H:10]([NH:24][C:25](=[O:31])[O:26][C:27]([CH3:30])([CH3:29])[CH3:28])[CH:11]([OH:23])[C:12](=[O:22])[NH:13][C@@H:14]([C:16]1[CH:21]=[CH:20][CH:19]=[CH:18][CH:17]=1)[CH3:15], predict the reaction product. The product is: [OH:23][CH:11]([C@@H:10]([NH:24][C:25](=[O:31])[O:26][C:27]([CH3:30])([CH3:29])[CH3:28])[CH2:9][CH2:8][CH2:7][CH2:6][NH:5][C:3]([NH:2][CH3:1])=[O:4])[C:12](=[O:22])[NH:13][C@@H:14]([C:16]1[CH:21]=[CH:20][CH:19]=[CH:18][CH:17]=1)[CH3:15]. (4) The product is: [CH3:7][C:5]1[S:4][C:3]([C:8]2[CH:9]=[CH:10][N:29]=[C:27]([NH:26][C:23]3[CH:22]=[CH:21][C:20]([F:19])=[CH:25][CH:24]=3)[N:28]=2)=[C:2]([CH3:1])[N:6]=1. Given the reactants [CH3:1][C:2]1[N:6]=[C:5]([CH3:7])[S:4][C:3]=1/[CH:8]=[CH:9]/[C:10](N(C)C)=O.[N+]([O-])(O)=O.[F:19][C:20]1[CH:25]=[CH:24][C:23]([NH:26][C:27]([NH2:29])=[NH:28])=[CH:22][CH:21]=1.[OH-].[Na+], predict the reaction product. (5) Given the reactants S(O)(C)(=O)=O.[F:6][C:7]1[C:12]([O:13][CH3:14])=[CH:11][C:10]([CH3:15])=[CH:9][C:8]=1[S:16][CH2:17][C:18](=O)[CH2:19][C:20]([O:22][CH3:23])=[O:21], predict the reaction product. The product is: [CH3:23][O:22][C:20](=[O:21])[CH2:19][C:18]1[C:9]2[C:10]([CH3:15])=[CH:11][C:12]([O:13][CH3:14])=[C:7]([F:6])[C:8]=2[S:16][CH:17]=1. (6) The product is: [CH3:39][C:31]1[CH:30]=[C:29]([S:28][C:25]2[N:24]=[C:23]3[N:40]([CH3:41])[C:20]([CH2:19][O:3][C:4]4[CH:17]=[CH:16][C:7]([CH2:8][CH:9]5[S:13][C:12](=[O:14])[NH:11][C:10]5=[O:15])=[CH:6][CH:5]=4)=[N:21][C:22]3=[CH:27][CH:26]=2)[CH:34]=[C:33]([CH3:35])[C:32]=1[N+:36]([O-:38])=[O:37]. Given the reactants [H-].[Na+].[OH:3][C:4]1[CH:17]=[CH:16][C:7]([CH2:8][CH:9]2[S:13][C:12](=[O:14])[NH:11][C:10]2=[O:15])=[CH:6][CH:5]=1.Cl[CH2:19][C:20]1[N:40]([CH3:41])[C:23]2=[N:24][C:25]([S:28][C:29]3[CH:34]=[C:33]([CH3:35])[C:32]([N+:36]([O-:38])=[O:37])=[C:31]([CH3:39])[CH:30]=3)=[CH:26][CH:27]=[C:22]2[N:21]=1, predict the reaction product. (7) Given the reactants [C:1]([NH:4][C:5]1[CH:10]=[CH:9][C:8]([NH2:11])=[CH:7][N:6]=1)(=[O:3])[CH3:2].[N+:12]([C:15]1[CH:20]=[CH:19][C:18]([S:21](Cl)(=[O:23])=[O:22])=[CH:17][CH:16]=1)([O-:14])=[O:13].C(N(CC)CC)C.[OH-].[Na+], predict the reaction product. The product is: [N+:12]([C:15]1[CH:16]=[CH:17][C:18]([S:21]([NH:11][C:8]2[CH:9]=[CH:10][C:5]([NH:4][C:1](=[O:3])[CH3:2])=[N:6][CH:7]=2)(=[O:23])=[O:22])=[CH:19][CH:20]=1)([O-:14])=[O:13]. (8) Given the reactants Cl[C:2]1[N:10]=[C:9]([F:11])[N:8]=[C:7]2[C:3]=1[N:4]=[CH:5][N:6]2[CH:12]([CH3:14])[CH3:13].C(N(C(C)C)CC)(C)C.[CH:24]1([NH2:28])[CH2:27][CH2:26][CH2:25]1, predict the reaction product. The product is: [CH:24]1([NH:28][C:2]2[N:10]=[C:9]([F:11])[N:8]=[C:7]3[C:3]=2[N:4]=[CH:5][N:6]3[CH:12]([CH3:14])[CH3:13])[CH2:27][CH2:26][CH2:25]1. (9) The product is: [CH2:32]([O:31][C:29](=[O:30])[NH:18][CH2:17][CH:14]1[CH2:13][C:12]2[CH:11]=[CH:10][CH:9]=[C:8]([C:4]3[CH:5]=[CH:6][CH:7]=[C:2]([Cl:1])[CH:3]=3)[C:16]=2[O:15]1)[C:33]1[CH:38]=[CH:37][CH:36]=[CH:35][CH:34]=1. Given the reactants [Cl:1][C:2]1[CH:3]=[C:4]([C:8]2[C:16]3[O:15][CH:14]([CH2:17][NH2:18])[CH2:13][C:12]=3[CH:11]=[CH:10][CH:9]=2)[CH:5]=[CH:6][CH:7]=1.C(N(C(C)C)CC)(C)C.Cl[C:29]([O:31][CH2:32][C:33]1[CH:38]=[CH:37][CH:36]=[CH:35][CH:34]=1)=[O:30], predict the reaction product.